From a dataset of Catalyst prediction with 721,799 reactions and 888 catalyst types from USPTO. Predict which catalyst facilitates the given reaction. Reactant: [CH3:1][C:2]1[CH:8]=[C:7]([O:9][C:10]2[C:11]3[N:18]([CH3:19])[CH:17]=[CH:16][C:12]=3[N:13]=[CH:14][N:15]=2)[CH:6]=[CH:5][C:3]=1[NH2:4].C(N(CC)CC)C.[F:27][C:28]([F:39])([F:38])[C:29]1[CH:30]=[C:31]([N:35]=[C:36]=[O:37])[CH:32]=[CH:33][CH:34]=1. Product: [CH3:1][C:2]1[CH:8]=[C:7]([O:9][C:10]2[C:11]3[N:18]([CH3:19])[CH:17]=[CH:16][C:12]=3[N:13]=[CH:14][N:15]=2)[CH:6]=[CH:5][C:3]=1[NH:4][C:36]([NH:35][C:31]1[CH:32]=[CH:33][CH:34]=[C:29]([C:28]([F:27])([F:38])[F:39])[CH:30]=1)=[O:37]. The catalyst class is: 7.